This data is from Full USPTO retrosynthesis dataset with 1.9M reactions from patents (1976-2016). The task is: Predict the reactants needed to synthesize the given product. (1) Given the product [CH3:40][S:41]([OH:44])(=[O:43])=[O:42].[F:18][C:19]1[CH:20]=[C:21]([CH:37]=[CH:38][CH:39]=1)[CH2:22][O:23][C:24]1[CH:25]=[CH:26][C:27]([CH2:28][NH:29][C@@H:30]([CH3:34])[C:31]([NH2:33])=[O:32])=[CH:35][CH:36]=1, predict the reactants needed to synthesize it. The reactants are: FC1C=C(C=CC=1)COC1C=CC(C=O)=CC=1.[F:18][C:19]1[CH:20]=[C:21]([CH:37]=[CH:38][CH:39]=1)[CH2:22][O:23][C:24]1[CH:36]=[CH:35][C:27]([CH2:28][NH:29][C@@H:30]([CH3:34])[C:31]([NH2:33])=[O:32])=[CH:26][CH:25]=1.[CH3:40][S:41]([O-:44])(=[O:43])=[O:42]. (2) Given the product [CH3:36][C:35]1[CH:34]=[CH:33][C:32]([C:37]2[N:41]=[C:40]([CH:42]3[CH2:43][N:44]([C:46]([O:48][CH3:49])=[O:47])[CH2:45]3)[O:39][N:38]=2)=[CH:31][C:30]=1[NH:29][C:14]([C:11]1[N:9]2[CH:10]=[C:5]([CH2:4][CH2:3][C:2](=[O:1])[CH3:17])[CH:6]=[CH:7][C:8]2=[N:13][CH:12]=1)=[O:16], predict the reactants needed to synthesize it. The reactants are: [O:1]=[C:2]([CH3:17])[CH2:3][CH2:4][C:5]1[CH:6]=[CH:7][C:8]2[N:9]([C:11]([C:14]([OH:16])=O)=[CH:12][N:13]=2)[CH:10]=1.C(Cl)(=O)C(Cl)=O.CN(C)C=O.[NH2:29][C:30]1[CH:31]=[C:32]([C:37]2[N:41]=[C:40]([CH:42]3[CH2:45][N:44]([C:46]([O:48][CH3:49])=[O:47])[CH2:43]3)[O:39][N:38]=2)[CH:33]=[CH:34][C:35]=1[CH3:36]. (3) Given the product [ClH:30].[CH3:8][N:9]([CH2:11][C:12]1[C:20]2[C:15](=[N:16][CH:17]=[C:18](/[CH:21]=[CH:22]/[C:23]([OH:25])=[O:24])[CH:19]=2)[NH:14][CH:13]=1)[CH3:10], predict the reactants needed to synthesize it. The reactants are: FC(F)(F)C(O)=O.[CH3:8][N:9]([CH2:11][C:12]1[C:20]2[C:15](=[N:16][CH:17]=[C:18](/[CH:21]=[CH:22]/[C:23]([O:25]C(C)(C)C)=[O:24])[CH:19]=2)[NH:14][CH:13]=1)[CH3:10].[Cl:30]CCl. (4) Given the product [C:18]([NH:22][S:2]([CH2:5][CH2:6][NH:7][C:8](=[O:17])[O:9][CH2:10][C:11]1[CH:16]=[CH:15][CH:14]=[CH:13][CH:12]=1)(=[O:4])=[O:3])([CH3:21])([CH3:20])[CH3:19], predict the reactants needed to synthesize it. The reactants are: Cl[S:2]([CH2:5][CH2:6][NH:7][C:8](=[O:17])[O:9][CH2:10][C:11]1[CH:16]=[CH:15][CH:14]=[CH:13][CH:12]=1)(=[O:4])=[O:3].[C:18]([NH2:22])([CH3:21])([CH3:20])[CH3:19].